Dataset: Reaction yield outcomes from USPTO patents with 853,638 reactions. Task: Predict the reaction yield, written as a fraction of the theoretical maximum amount of product (1.0 means a 100% yield; for example, 0.34 means a 34% yield). (1) The reactants are [CH3:1][N:2]1[CH:7]=[C:6]([C:8]([OH:10])=O)[C:5]([C:11]([O:13]C)=O)=[C:4]([C:15]2[CH:20]=[CH:19][N:18]=[CH:17][CH:16]=2)[C:3]1=[O:21].[NH2:22][CH2:23][CH2:24][C:25]1[CH:34]=[CH:33][C:32]2[C:27](=[CH:28][CH:29]=[CH:30][CH:31]=2)[N:26]=1.C1CN([P+](ON2N=NC3C=CC=CC2=3)(N2CCCC2)N2CCCC2)CC1.F[P-](F)(F)(F)(F)F.CCN(C(C)C)C(C)C. The catalyst is C(Cl)Cl. The product is [CH3:1][N:2]1[C:3](=[O:21])[C:4]([C:15]2[CH:20]=[CH:19][N:18]=[CH:17][CH:16]=2)=[C:5]2[C:11](=[O:13])[N:22]([CH2:23][CH2:24][C:25]3[CH:34]=[CH:33][C:32]4[C:27](=[CH:28][CH:29]=[CH:30][CH:31]=4)[N:26]=3)[C:8](=[O:10])[C:6]2=[CH:7]1. The yield is 0.840. (2) The reactants are [NH:1]1[CH:5]=[CH:4][N:3]=[C:2]1[NH:6][C:7]([C:9]1[C:17]2[N:16]=[C:15]([NH:18][C:19]([C:21]3[CH:22]=[N:23][CH:24]=[C:25]([C:27]#[C:28][C:29]4[CH:34]=[CH:33][CH:32]=[CH:31][CH:30]=4)[CH:26]=3)=[O:20])[NH:14][C:13]=2[CH:12]=[CH:11][CH:10]=1)=[O:8]. The catalyst is CO.C(O)(=O)C.[Pd]. The product is [NH:3]1[CH:4]=[CH:5][N:1]=[C:2]1[NH:6][C:7]([C:9]1[C:17]2[N:16]=[C:15]([NH:18][C:19]([C:21]3[CH:22]=[N:23][CH:24]=[C:25]([CH2:27][CH2:28][C:29]4[CH:34]=[CH:33][CH:32]=[CH:31][CH:30]=4)[CH:26]=3)=[O:20])[NH:14][C:13]=2[CH:12]=[CH:11][CH:10]=1)=[O:8]. The yield is 0.880.